Task: Predict which catalyst facilitates the given reaction.. Dataset: Catalyst prediction with 721,799 reactions and 888 catalyst types from USPTO (1) The catalyst class is: 3. Reactant: [ClH:1].Cl.[F:3][C:4]1[CH:5]=[C:6]([CH:8]=[C:9]([CH2:17][NH:18][CH3:19])[C:10]=1[O:11][C@@H:12]1[CH2:16][CH2:15][O:14][CH2:13]1)[NH2:7].CCN(C(C)C)C(C)C.[CH2:29]([O:36][C:37]([O:39]N1C(=O)CCC1=O)=O)[C:30]1[CH:35]=[CH:34][CH:33]=[CH:32][CH:31]=1. Product: [ClH:1].[NH2:7][C:6]1[CH:5]=[C:4]([F:3])[C:10]([O:11][C@@H:12]2[CH2:16][CH2:15][O:14][CH2:13]2)=[C:9]([CH:8]=1)[CH2:17][N:18]([CH3:19])[C:37](=[O:39])[O:36][CH2:29][C:30]1[CH:31]=[CH:32][CH:33]=[CH:34][CH:35]=1. (2) The catalyst class is: 218. Reactant: C1OC2C(C3C4OCOC=4C=CC=3P(C3C=CC=CC=3)C3C=CC=CC=3)=C(P(C3C=CC=CC=3)C3C=CC=CC=3)C=CC=2O1.O(C(C)(C)C)[Na].C1(C)C=CC=CC=1.[O:58]=[C:59]1[CH2:66][C:63]([CH3:65])([CH3:64])[CH2:62][C:61]([CH3:67])=[CH:60]1. Product: [CH3:64][C:63]1([CH3:65])[CH2:62][CH:61]([CH3:67])[CH2:60][C:59](=[O:58])[CH2:66]1. (3) Reactant: [C:1]([Br:5])(Br)(Br)[Br:2].C1(P(C2C=CC=CC=2)C2C=CC=CC=2)C=CC=CC=1.[CH3:25][C:26]1([CH3:46])[CH2:35][CH2:34][C:33]([CH3:37])([CH3:36])[C:32]2[CH:31]=[C:30]([CH:38]([CH2:41][CH2:42][CH2:43][CH2:44][CH3:45])[CH:39]=O)[CH:29]=[CH:28][C:27]1=2. Product: [Br:2][C:1]([Br:5])=[CH:39][CH:38]([C:30]1[CH:29]=[CH:28][C:27]2[C:26]([CH3:46])([CH3:25])[CH2:35][CH2:34][C:33]([CH3:37])([CH3:36])[C:32]=2[CH:31]=1)[CH2:41][CH2:42][CH2:43][CH2:44][CH3:45]. The catalyst class is: 2. (4) The catalyst class is: 2. Reactant: [CH2:1]([O:8][C:9](=[O:15])[C@@H:10]([OH:14])[CH:11]([CH3:13])[CH3:12])[C:2]1[CH:7]=[CH:6][CH:5]=[CH:4][CH:3]=1.N1C(C)=CC=CC=1C.[F:24][C:25]([F:38])([F:37])[S:26](O[S:26]([C:25]([F:38])([F:37])[F:24])(=[O:28])=[O:27])(=[O:28])=[O:27]. Product: [CH2:1]([O:8][C:9](=[O:15])[C@@H:10]([O:14][S:26]([C:25]([F:38])([F:37])[F:24])(=[O:28])=[O:27])[CH:11]([CH3:13])[CH3:12])[C:2]1[CH:7]=[CH:6][CH:5]=[CH:4][CH:3]=1. (5) Reactant: Br[Zn][CH2:3][C:4]([O:6][CH2:7][CH3:8])=[O:5].[CH3:9][C:10]1[C:11](=[O:18])[CH:12]=[C:13]([CH3:17])[C:14](=[O:16])[CH:15]=1.Cl.C(OCC)(=O)C. Product: [CH2:7]([O:6][C:4](=[O:5])[CH2:3][C:11]1([OH:18])[CH:12]=[C:13]([CH3:17])[C:14](=[O:16])[CH:15]=[C:10]1[CH3:9])[CH3:8]. The catalyst class is: 1.